From a dataset of Peptide-MHC class II binding affinity with 134,281 pairs from IEDB. Regression. Given a peptide amino acid sequence and an MHC pseudo amino acid sequence, predict their binding affinity value. This is MHC class II binding data. (1) The peptide sequence is PPVSFHGSDGCWYPM. The MHC is HLA-DQA10303-DQB10402 with pseudo-sequence YNYHERRFATVLHIVFFGGTYYDIEDSTVHLETT. The binding affinity (normalized) is 0.302. (2) The peptide sequence is KEQIDGYTMHANYIF. The MHC is DRB1_0401 with pseudo-sequence DRB1_0401. The binding affinity (normalized) is 0.440. (3) The binding affinity (normalized) is 0.316. The peptide sequence is GGACGYKDVDKPPFS. The MHC is HLA-DQA10501-DQB10301 with pseudo-sequence HLA-DQA10501-DQB10301. (4) The peptide sequence is AFKTAATAANAAPAN. The MHC is HLA-DPA10201-DPB11401 with pseudo-sequence HLA-DPA10201-DPB11401. The binding affinity (normalized) is 0.629. (5) The binding affinity (normalized) is 0.578. The MHC is DRB3_0202 with pseudo-sequence DRB3_0202. The peptide sequence is QAVMEMTYKNKVVKV. (6) The peptide sequence is MSWQTYVDEHLMCEI. The MHC is HLA-DPA10103-DPB10401 with pseudo-sequence HLA-DPA10103-DPB10401. The binding affinity (normalized) is 0.528. (7) The peptide sequence is GELQIVDKIDAAFKK. The MHC is DRB1_1302 with pseudo-sequence DRB1_1302. The binding affinity (normalized) is 0.452. (8) The peptide sequence is KKLSTSPFALNLTMLP. The MHC is H-2-IAb with pseudo-sequence H-2-IAb. The binding affinity (normalized) is 0.441. (9) The peptide sequence is QIRMAKLLGRDPEQS. The binding affinity (normalized) is 0.419. The MHC is HLA-DQA10501-DQB10301 with pseudo-sequence HLA-DQA10501-DQB10301. (10) The peptide sequence is TATAAVGAATGAATA. The MHC is DRB1_0701 with pseudo-sequence DRB1_0701. The binding affinity (normalized) is 0.108.